This data is from Forward reaction prediction with 1.9M reactions from USPTO patents (1976-2016). The task is: Predict the product of the given reaction. (1) Given the reactants [F:1][C:2]1[CH:3]=[CH:4][C:5]([NH:8][NH2:9])=[N:6][CH:7]=1.Cl.[N:11]1([CH2:16][CH2:17][C:18](O)=[O:19])[CH2:15][CH2:14][CH2:13][CH2:12]1.C(Cl)CCl.C1C=CC2N(O)N=NC=2C=1.C(N(CC)CC)C, predict the reaction product. The product is: [F:1][C:2]1[CH:3]=[CH:4][C:5]([N:8]([C:18](=[O:19])[CH2:17][CH2:16][N:11]2[CH2:15][CH2:14][CH2:13][CH2:12]2)[NH2:9])=[N:6][CH:7]=1. (2) Given the reactants Cl[C:2]1[N:7]=[C:6]([Cl:8])[N:5]=[C:4]([NH:9][C:10]2[N:11]=[CH:12][N:13]([CH2:15][C:16]#[N:17])[CH:14]=2)[N:3]=1.Cl.[F:19][C:20]1[CH:21]=[N:22][C:23]([C@@H:26]([NH2:28])[CH3:27])=[N:24][CH:25]=1.CCN(C(C)C)C(C)C, predict the reaction product. The product is: [Cl:8][C:6]1[N:7]=[C:2]([NH:28][C@H:26]([C:23]2[N:24]=[CH:25][C:20]([F:19])=[CH:21][N:22]=2)[CH3:27])[N:3]=[C:4]([NH:9][C:10]2[N:11]=[CH:12][N:13]([CH2:15][C:16]#[N:17])[CH:14]=2)[N:5]=1. (3) Given the reactants CC[C@H]1[C@H]2C[C@H]([C@H](OC3C4C(=CC=CC=4)C(O[C@H](C4C=CN=C5C=4C=C(OC)C=C5)[C@@H]4N5C[C@H](CC)[C@@H](CC5)C4)=NN=3)C3C=CN=C4C=3C=C([O:22]C)C=C4)N(CC2)C1.[C:59]([OH:63])([CH3:62])([CH3:61])[CH3:60].CS(N)(=O)=O.[CH2:69]([N:76]1[CH2:81]CC(=C)C[CH2:77]1)[C:70]1[CH:75]=[CH:74][CH:73]=[CH:72][CH:71]=1, predict the reaction product. The product is: [CH2:69]([N:76]1[CH2:81][CH2:61][C:59]([CH2:62][OH:22])([OH:63])[CH2:60][CH2:77]1)[C:70]1[CH:75]=[CH:74][CH:73]=[CH:72][CH:71]=1. (4) The product is: [ClH:1].[Cl:1][C:2]1[CH:3]=[C:4]([S:8][C:9]2[C:13]3[CH:14]=[CH:15][CH:16]=[CH:17][C:12]=3[S:11][C:10]=2[NH2:18])[CH:5]=[CH:6][CH:7]=1. Given the reactants [Cl:1][C:2]1[CH:3]=[C:4]([S:8][C:9]2[C:13]3[CH:14]=[CH:15][CH:16]=[CH:17][C:12]=3[S:11][C:10]=2[NH2:18])[CH:5]=[CH:6][CH:7]=1, predict the reaction product.